This data is from Experimentally validated miRNA-target interactions with 360,000+ pairs, plus equal number of negative samples. The task is: Binary Classification. Given a miRNA mature sequence and a target amino acid sequence, predict their likelihood of interaction. (1) The miRNA is hsa-miR-1234-3p with sequence UCGGCCUGACCACCCACCCCAC. The protein sequence of the target gene is MAGAGSEARFAGLSLVQLNELLEDEGQLTEMVQKMEETQNVQLNKEMTLASNRSLAEGNLLYQPQLDTLKARLTQKYQELQVLFEAYQIKKTKLDRQSSSASLETLLALLQAEGAKIEEDTENMAEKFLDGELPLDSFIDVYQSKRKLAHMRRVKIEKLQEMVLKGQRLPQALAPLPPRLPELAPTAPLPYPAPEASGPPAVAPRRIPPPPPPVPAGRLATPFTAAMSSGQAVPYPGLQCPPLPPRVGLPTQQGFSSQFVSPYPPPLPQRPPPRLPPHQPGFILQ. Result: 0 (no interaction). (2) The miRNA is mmu-miR-497b with sequence CACCACAGUGUGGUUUGGACGUGG. The protein sequence of the target gene is MEAAGSPAATETGKYIASTQRPDGTWRKQRRVKEGYVPQEEVPVYENKYVKFFKSKPELPPGLSPEATAPVTPSRPEGGEPGLSKTAKRNLKRKEKRRQQQEKGEAEALSRTLDKVSLEETAQLPSAPQGSRAAPTAASDQPDSAATTEKAKKIKNLKKKLRQVEELQQRIQAGEVSQPSKEQLEKLARRRALEEELEDLELGL. Result: 0 (no interaction). (3) The miRNA is mmu-miR-3058-3p with sequence UUCCUGUCAGCCGUGGGUGCC. The protein sequence of the target gene is MSSDMAADESEAPVLSEDEVWEFCLDKTEDGGGSPGSDVTDTCEPPCGCWELNPNSLEEEHVLFTADPYLELHNDDTRVVRVKVIAGIGLAKKDILGASDPYVRVTLYDPMSGILTSVQTKTIKKSLNPKWNEEILFRVLPQRHRILFEVFDENRLTRDDFLGQVDVPLYPLPTENPRMERPYTFKDFVLHPRSHKSRVKGYLRLKMTYLPKNGSEDENADQAEELEPGWVVLDQPDAATHLPHPPEPSPLPPGWEERQDVLGRTYYVNHESRRTQWKRPSPDDDLTDEDNDDMQLQAQR.... Result: 0 (no interaction).